Task: Regression. Given two drug SMILES strings and cell line genomic features, predict the synergy score measuring deviation from expected non-interaction effect.. Dataset: NCI-60 drug combinations with 297,098 pairs across 59 cell lines (1) Synergy scores: CSS=40.0, Synergy_ZIP=7.29, Synergy_Bliss=8.66, Synergy_Loewe=-8.62, Synergy_HSA=7.76. Cell line: HS 578T. Drug 1: CNC(=O)C1=CC=CC=C1SC2=CC3=C(C=C2)C(=NN3)C=CC4=CC=CC=N4. Drug 2: C1=CC(=C2C(=C1NCCNCCO)C(=O)C3=C(C=CC(=C3C2=O)O)O)NCCNCCO. (2) Drug 1: C1CN1P(=S)(N2CC2)N3CC3. Drug 2: CC(C)CN1C=NC2=C1C3=CC=CC=C3N=C2N. Cell line: UO-31. Synergy scores: CSS=8.26, Synergy_ZIP=-3.29, Synergy_Bliss=-3.24, Synergy_Loewe=-2.97, Synergy_HSA=-3.03. (3) Cell line: M14. Synergy scores: CSS=12.8, Synergy_ZIP=9.61, Synergy_Bliss=15.9, Synergy_Loewe=14.4, Synergy_HSA=14.3. Drug 2: CCC1(CC2CC(C3=C(CCN(C2)C1)C4=CC=CC=C4N3)(C5=C(C=C6C(=C5)C78CCN9C7C(C=CC9)(C(C(C8N6C=O)(C(=O)OC)O)OC(=O)C)CC)OC)C(=O)OC)O.OS(=O)(=O)O. Drug 1: C1=C(C(=O)NC(=O)N1)N(CCCl)CCCl.